This data is from NCI-60 drug combinations with 297,098 pairs across 59 cell lines. The task is: Regression. Given two drug SMILES strings and cell line genomic features, predict the synergy score measuring deviation from expected non-interaction effect. (1) Synergy scores: CSS=-10.8, Synergy_ZIP=2.26, Synergy_Bliss=-1.74, Synergy_Loewe=-5.87, Synergy_HSA=-5.56. Drug 2: CC(C)NC(=O)C1=CC=C(C=C1)CNNC.Cl. Cell line: SK-MEL-28. Drug 1: CS(=O)(=O)CCNCC1=CC=C(O1)C2=CC3=C(C=C2)N=CN=C3NC4=CC(=C(C=C4)OCC5=CC(=CC=C5)F)Cl. (2) Drug 1: CC1=C2C(C(=O)C3(C(CC4C(C3C(C(C2(C)C)(CC1OC(=O)C(C(C5=CC=CC=C5)NC(=O)OC(C)(C)C)O)O)OC(=O)C6=CC=CC=C6)(CO4)OC(=O)C)O)C)O. Drug 2: C1CN1C2=NC(=NC(=N2)N3CC3)N4CC4. Cell line: SR. Synergy scores: CSS=80.2, Synergy_ZIP=5.99, Synergy_Bliss=6.39, Synergy_Loewe=8.71, Synergy_HSA=10.0. (3) Drug 1: CC12CCC(CC1=CCC3C2CCC4(C3CC=C4C5=CN=CC=C5)C)O. Drug 2: CCC1(C2=C(COC1=O)C(=O)N3CC4=CC5=C(C=CC(=C5CN(C)C)O)N=C4C3=C2)O.Cl. Cell line: LOX IMVI. Synergy scores: CSS=51.3, Synergy_ZIP=3.21, Synergy_Bliss=7.73, Synergy_Loewe=9.20, Synergy_HSA=10.7. (4) Drug 1: CN1C2=C(C=C(C=C2)N(CCCl)CCCl)N=C1CCCC(=O)O.Cl. Drug 2: C1C(C(OC1N2C=NC(=NC2=O)N)CO)O. Cell line: SNB-19. Synergy scores: CSS=7.30, Synergy_ZIP=-2.19, Synergy_Bliss=0.821, Synergy_Loewe=-7.95, Synergy_HSA=-0.0190. (5) Drug 1: C1CCC(C1)C(CC#N)N2C=C(C=N2)C3=C4C=CNC4=NC=N3. Drug 2: C1C(C(OC1N2C=C(C(=O)NC2=O)F)CO)O. Cell line: HOP-62. Synergy scores: CSS=49.7, Synergy_ZIP=9.21, Synergy_Bliss=6.31, Synergy_Loewe=-19.8, Synergy_HSA=5.47. (6) Drug 1: CC1=C(C=C(C=C1)NC2=NC=CC(=N2)N(C)C3=CC4=NN(C(=C4C=C3)C)C)S(=O)(=O)N.Cl. Drug 2: C1CC(C1)(C(=O)O)C(=O)O.[NH2-].[NH2-].[Pt+2]. Cell line: NCI-H522. Synergy scores: CSS=29.6, Synergy_ZIP=-6.67, Synergy_Bliss=0.391, Synergy_Loewe=-1.34, Synergy_HSA=0.670. (7) Drug 1: CCC1(CC2CC(C3=C(CCN(C2)C1)C4=CC=CC=C4N3)(C5=C(C=C6C(=C5)C78CCN9C7C(C=CC9)(C(C(C8N6C=O)(C(=O)OC)O)OC(=O)C)CC)OC)C(=O)OC)O.OS(=O)(=O)O. Drug 2: C1CN(CCN1C(=O)CCBr)C(=O)CCBr. Cell line: K-562. Synergy scores: CSS=44.0, Synergy_ZIP=2.64, Synergy_Bliss=3.66, Synergy_Loewe=-5.79, Synergy_HSA=8.92. (8) Drug 1: CNC(=O)C1=CC=CC=C1SC2=CC3=C(C=C2)C(=NN3)C=CC4=CC=CC=N4. Drug 2: C#CCC(CC1=CN=C2C(=N1)C(=NC(=N2)N)N)C3=CC=C(C=C3)C(=O)NC(CCC(=O)O)C(=O)O. Cell line: SR. Synergy scores: CSS=61.9, Synergy_ZIP=-3.45, Synergy_Bliss=-4.23, Synergy_Loewe=-9.63, Synergy_HSA=-2.14. (9) Drug 1: CNC(=O)C1=CC=CC=C1SC2=CC3=C(C=C2)C(=NN3)C=CC4=CC=CC=N4. Drug 2: CC1=C2C(C(=O)C3(C(CC4C(C3C(C(C2(C)C)(CC1OC(=O)C(C(C5=CC=CC=C5)NC(=O)OC(C)(C)C)O)O)OC(=O)C6=CC=CC=C6)(CO4)OC(=O)C)OC)C)OC. Cell line: NCI-H522. Synergy scores: CSS=30.4, Synergy_ZIP=-5.04, Synergy_Bliss=-6.21, Synergy_Loewe=-22.4, Synergy_HSA=-4.30. (10) Drug 1: C1CN1C2=NC(=NC(=N2)N3CC3)N4CC4. Drug 2: C1=C(C(=O)NC(=O)N1)N(CCCl)CCCl. Cell line: OVCAR-4. Synergy scores: CSS=4.52, Synergy_ZIP=-3.08, Synergy_Bliss=-1.95, Synergy_Loewe=-1.66, Synergy_HSA=-1.23.